Dataset: Forward reaction prediction with 1.9M reactions from USPTO patents (1976-2016). Task: Predict the product of the given reaction. (1) Given the reactants Br[C:2]1[CH:9]=[C:8]([Cl:10])[CH:7]=[C:6]([F:11])[C:3]=1[C:4]#[N:5].[Br:12][C:13]1[CH:14]=[C:15]([CH:19]=[CH:20][CH:21]=1)[C:16](Cl)=[O:17], predict the reaction product. The product is: [Br:12][C:13]1[CH:14]=[C:15]([CH:19]=[CH:20][CH:21]=1)[C:16]([C:2]1[CH:9]=[C:8]([Cl:10])[CH:7]=[C:6]([F:11])[C:3]=1[C:4]#[N:5])=[O:17]. (2) Given the reactants [CH2:1]([N:3]1[C:11]2[C:6](=[CH:7][CH:8]=[CH:9][CH:10]=2)[C:5]([C:12]#N)=[C:4]1[C:14]1[CH:15]=[N:16][CH:17]=[CH:18][CH:19]=1)[CH3:2].CC(C[AlH]CC(C)C)C.[Cl-].[CH2:30]([O:32][CH2:33][P+](C1C=CC=CC=1)(C1C=CC=CC=1)C1C=CC=CC=1)[CH3:31].CC(C)([O-])C.[K+].C(N1C2C(=CC=CC=2)C(C=O)=C1C1C=NC=CC=1)C, predict the reaction product. The product is: [CH2:30]([O:32][CH2:33][CH2:12][C:5]1[C:6]2[C:11](=[CH:10][CH:9]=[CH:8][CH:7]=2)[N:3]([CH2:1][CH3:2])[C:4]=1[C:14]1[CH:15]=[N:16][CH:17]=[CH:18][CH:19]=1)[CH3:31]. (3) Given the reactants [CH2:1]([O:3][C:4]([C:6]1[C:7]([OH:26])=[C:8]2[C:15]([Br:16])=[C:14]([Br:17])[N:13]([CH2:18][C:19]3[CH:24]=[CH:23][CH:22]=[CH:21][C:20]=3[F:25])[C:9]2=[C:10](Br)[N:11]=1)=[O:5])[CH3:2].[C:27]([Cu])#[N:28], predict the reaction product. The product is: [CH2:1]([O:3][C:4]([C:6]1[C:7]([OH:26])=[C:8]2[C:15]([Br:16])=[C:14]([Br:17])[N:13]([CH2:18][C:19]3[CH:24]=[CH:23][CH:22]=[CH:21][C:20]=3[F:25])[C:9]2=[C:10]([C:27]#[N:28])[N:11]=1)=[O:5])[CH3:2]. (4) Given the reactants Br[C:2]1[CH:3]=[C:4]([CH2:8][OH:9])[CH:5]=[N:6][CH:7]=1.[Cu](C#N)[C:11]#[N:12].[NH4+].[Cl-], predict the reaction product. The product is: [OH:9][CH2:8][C:4]1[CH:3]=[C:2]([C:11]#[N:12])[CH:7]=[N:6][CH:5]=1. (5) Given the reactants [CH2:1]([N:4]1[CH2:9][CH2:8][O:7][CH2:6][CH2:5]1)[CH:2]=[CH2:3].Br[C:11]1[CH:12]=[C:13]([NH:21][C:22](=[O:24])[CH3:23])[CH:14]=[C:15]([C:17]([F:20])([F:19])[F:18])[CH:16]=1.N1(CCCC2C=C(CC(N)=O)C=C(C(F)(F)F)C=2)CCCCC1, predict the reaction product. The product is: [N:4]1([CH2:1][CH2:2][CH2:3][C:11]2[CH:12]=[C:13]([NH:21][C:22](=[O:24])[CH3:23])[CH:14]=[C:15]([C:17]([F:18])([F:19])[F:20])[CH:16]=2)[CH2:9][CH2:8][O:7][CH2:6][CH2:5]1. (6) The product is: [NH:26]1[CH:27]=[N:28][C:24]([C:21]2[CH:22]=[C:23]3[C:18](=[CH:19][CH:20]=2)[NH:17][N:16]=[C:15]3[C:11]2[CH:10]=[C:9]([NH:8][C:6]([C:5]3[O:1][N:2]=[CH:3][CH:4]=3)=[O:7])[CH:14]=[CH:13][CH:12]=2)=[N:25]1. Given the reactants [O:1]1[C:5]([C:6]([NH:8][C:9]2[CH:14]=[CH:13][CH:12]=[C:11]([C:15]3[C:23]4[C:18](=[CH:19][CH:20]=[C:21]([C:24]5[N:28]=[CH:27][N:26](C(C6C=CC=CC=6)(C6C=CC=CC=6)C6C=CC=CC=6)[N:25]=5)[CH:22]=4)[N:17](C4CCCCO4)[N:16]=3)[CH:10]=2)=[O:7])=[CH:4][CH:3]=[N:2]1, predict the reaction product. (7) Given the reactants C1(P(=[CH:20][C:21]([O:23][CH3:24])=[O:22])(C2C=CC=CC=2)C2C=CC=CC=2)C=CC=CC=1.C[C:26]1[C:33]([O:34][CH2:35][CH2:36][CH2:37][CH3:38])=[C:32]([I:39])[CH:31]=[CH:30][C:27]=1[CH:28]=O, predict the reaction product. The product is: [CH2:35]([O:34][C:33]1[CH:26]=[C:27](/[CH:28]=[CH:20]/[C:21]([O:23][CH3:24])=[O:22])[CH:30]=[CH:31][C:32]=1[I:39])[CH2:36][CH2:37][CH3:38]. (8) Given the reactants [CH2:1]([O:3][C:4]([C:6]1[CH:10]=[CH:9][NH:8][C:7]=1[CH3:11])=[O:5])[CH3:2].Br[CH2:13][CH:14]1[CH2:19][CH2:18][CH2:17][CH2:16][CH2:15]1, predict the reaction product. The product is: [CH2:1]([O:3][C:4]([C:6]1[CH:10]=[CH:9][N:8]([CH2:13][CH:14]2[CH2:19][CH2:18][CH2:17][CH2:16][CH2:15]2)[C:7]=1[CH3:11])=[O:5])[CH3:2]. (9) Given the reactants CO[C:3](=[O:8])[CH2:4][C:5](=O)[CH3:6].Br[CH2:10][C:11]([C:13]1[CH:18]=[C:17]([F:19])[C:16]([Cl:20])=[CH:15][C:14]=1[Cl:21])=O.[NH2:22][CH2:23][C:24]1([OH:30])[CH2:29][CH2:28][CH2:27][CH2:26][CH2:25]1, predict the reaction product. The product is: [OH:30][C:24]1([CH2:23][NH:22][C:3]([C:4]2[CH:10]=[C:11]([C:13]3[CH:18]=[C:17]([F:19])[C:16]([Cl:20])=[CH:15][C:14]=3[Cl:21])[N:22]([CH2:23][CH:24]3[CH2:29][CH2:28][CH2:27][CH2:26][CH2:25]3)[C:5]=2[CH3:6])=[O:8])[CH2:29][CH2:28][CH2:27][CH2:26][CH2:25]1.